Dataset: Retrosynthesis with 50K atom-mapped reactions and 10 reaction types from USPTO. Task: Predict the reactants needed to synthesize the given product. (1) Given the product CN1Cc2cc(-c3ccc(-c4cncc(NS(=O)(=O)c5ccc(Br)cc5)c4)s3)ccc2C1=O, predict the reactants needed to synthesize it. The reactants are: CN1Cc2cc(-c3ccc(-c4cncc(N)c4)s3)ccc2C1=O.O=S(=O)(Cl)c1ccc(Br)cc1. (2) The reactants are: COc1cc2c(cc1Oc1nc(C(=O)Nc3c(OC)nc(NCCN(C(=O)OC(C)(C)C)C(C)C)nc3OC)cs1)C(C)(C)CC2. Given the product COc1cc2c(cc1Oc1nc(C(=O)Nc3c(OC)nc(NCCNC(C)C)nc3OC)cs1)C(C)(C)CC2, predict the reactants needed to synthesize it. (3) Given the product Cc1cc(C)cc(C(=O)N2CC[C@@H](N3CCC(OC(=O)c4cc(Cl)cc(Cl)c4)CC3)C[C@@H]2Cc2ccccc2)c1, predict the reactants needed to synthesize it. The reactants are: Cc1cc(C)cc(C(=O)N2CC[C@@H](N3CCC(O)CC3)C[C@@H]2Cc2ccccc2)c1.O=C(Cl)c1cc(Cl)cc(Cl)c1. (4) Given the product CNCc1csc(C(C)C)n1, predict the reactants needed to synthesize it. The reactants are: CC(C)c1nc(CCl)cs1.CN. (5) Given the product CC1(NCc2ccc(CNCc3ccccn3)cc2)CCCc2cccnc21, predict the reactants needed to synthesize it. The reactants are: CC(C)(C)OC(=O)N(Cc1ccc(CNC2(C)CCCc3cccnc32)cc1)Cc1ccccn1. (6) Given the product Cc1cnc(N2CCN(C(=O)c3ccc(N4CCCS4(=O)=O)nc3)CC2)c(C2CC2)c1, predict the reactants needed to synthesize it. The reactants are: CCOC(=O)c1ccc(N2CCCS2(=O)=O)nc1.Cc1cnc(N2CCNCC2)c(C2CC2)c1.